From a dataset of Catalyst prediction with 721,799 reactions and 888 catalyst types from USPTO. Predict which catalyst facilitates the given reaction. (1) Reactant: [N+:1]([C:4]1[CH:5]=[C:6]([CH:8]=[CH:9][CH:10]=1)[NH2:7])([O-:3])=[O:2].[C:11]([O:15][C:16]([N:18]1[CH2:21][CH:20]([C:22](O)=[O:23])[CH2:19]1)=[O:17])([CH3:14])([CH3:13])[CH3:12].C(Cl)CCl.Cl. Product: [N+:1]([C:4]1[CH:5]=[C:6]([NH:7][C:22]([CH:20]2[CH2:21][N:18]([C:16]([O:15][C:11]([CH3:14])([CH3:13])[CH3:12])=[O:17])[CH2:19]2)=[O:23])[CH:8]=[CH:9][CH:10]=1)([O-:3])=[O:2]. The catalyst class is: 17. (2) Reactant: I([O-])(=O)(=O)=[O:2].[Na+].[CH:7]1([S:12][C:13]2[CH:14]=[C:15]([CH:45]=[CH:46][CH:47]=2)[CH2:16][O:17][CH2:18][CH2:19][O:20][CH2:21][CH2:22][CH2:23][CH2:24][CH2:25][CH2:26][N:27]2[CH2:31][C@@H:30]([C:32]3[CH:43]=[CH:42][C:35]4[O:36][C:37]([CH3:41])([CH3:40])[O:38][CH2:39][C:34]=4[CH:33]=3)[O:29][C:28]2=[O:44])[CH2:11][CH2:10][CH2:9][CH2:8]1. Product: [CH:7]1([S:12]([C:13]2[CH:14]=[C:15]([CH:45]=[CH:46][CH:47]=2)[CH2:16][O:17][CH2:18][CH2:19][O:20][CH2:21][CH2:22][CH2:23][CH2:24][CH2:25][CH2:26][N:27]2[CH2:31][C@@H:30]([C:32]3[CH:43]=[CH:42][C:35]4[O:36][C:37]([CH3:41])([CH3:40])[O:38][CH2:39][C:34]=4[CH:33]=3)[O:29][C:28]2=[O:44])=[O:2])[CH2:11][CH2:10][CH2:9][CH2:8]1. The catalyst class is: 40. (3) Reactant: [Br:1][C:2]1[CH:3]=[C:4]([O:22][C:23]2[CH:28]=[CH:27][CH:26]=[CH:25][CH:24]=2)[C:5]([NH:8][C:9]2[S:10][CH:11]=[C:12]([CH2:14][C:15]([O:20][CH3:21])([CH3:19])[C:16](O)=[O:17])[N:13]=2)=[N:6][CH:7]=1.CN1CCOCC1.C1C=CC2N(O)N=NC=2C=1.CCN=C=NCCCN(C)C.[C:57]([NH:60][NH2:61])(=[O:59])[CH3:58]. Product: [C:57]([NH:60][NH:61][C:16](=[O:17])[C:15]([O:20][CH3:21])([CH3:19])[CH2:14][C:12]1[N:13]=[C:9]([NH:8][C:5]2[C:4]([O:22][C:23]3[CH:28]=[CH:27][CH:26]=[CH:25][CH:24]=3)=[CH:3][C:2]([Br:1])=[CH:7][N:6]=2)[S:10][CH:11]=1)(=[O:59])[CH3:58]. The catalyst class is: 59. (4) Reactant: [Cl-].[Al+3].[Cl-].[Cl-].[CH:5]([S:7]([CH:10]=[CH2:11])(=[O:9])=[O:8])=[CH2:6].[F:12][C:13]1[CH:19]=[CH:18][CH:17]=[C:16]([F:20])[C:14]=1[NH2:15]. Product: [F:12][C:13]1[CH:19]=[CH:18][CH:17]=[C:16]([F:20])[C:14]=1[N:15]1[CH2:11][CH2:10][S:7](=[O:9])(=[O:8])[CH2:5][CH2:6]1. The catalyst class is: 159. (5) Reactant: [F:1][C:2]1[CH:7]=[C:6]([F:8])[C:5]([F:9])=[CH:4][C:3]=1[C@@H:10]1[C@@H:15]([NH:16]C(=O)OC(C)(C)C)[CH2:14][C@@H:13]([N:24]2[CH2:31][C:30]3[C:26](=[N:27][N:28]([S:32]([CH:35]4[CH2:37][CH2:36]4)(=[O:34])=[O:33])[CH:29]=3)[CH2:25]2)[CH2:12][O:11]1.[F:38][C:39]([F:44])([F:43])[C:40]([OH:42])=[O:41]. Product: [F:38][C:39]([F:44])([F:43])[C:40]([OH:42])=[O:41].[F:1][C:2]1[CH:7]=[C:6]([F:8])[C:5]([F:9])=[CH:4][C:3]=1[C@@H:10]1[C@@H:15]([NH2:16])[CH2:14][C@@H:13]([N:24]2[CH2:31][C:30]3[C:26](=[N:27][N:28]([S:32]([CH:35]4[CH2:37][CH2:36]4)(=[O:34])=[O:33])[CH:29]=3)[CH2:25]2)[CH2:12][O:11]1. The catalyst class is: 4. (6) Reactant: Cl[S:2]([C:5]1[CH:6]=[C:7]2[C:11](=[CH:12][CH:13]=1)[NH:10][C:9](=[O:14])[CH2:8]2)(=[O:4])=[O:3].[CH:15]([NH2:18])([CH3:17])[CH3:16].N1C=CC=CC=1. Product: [CH:15]([NH:18][S:2]([C:5]1[CH:6]=[C:7]2[C:11](=[CH:12][CH:13]=1)[NH:10][C:9](=[O:14])[CH2:8]2)(=[O:4])=[O:3])([CH3:17])[CH3:16]. The catalyst class is: 4.